This data is from Full USPTO retrosynthesis dataset with 1.9M reactions from patents (1976-2016). The task is: Predict the reactants needed to synthesize the given product. Given the product [Cl:1][C:2]1[CH:7]=[CH:6][CH:5]=[C:4]([Cl:8])[C:3]=1[NH:9][C:10]1[CH:15]=[CH:14][CH:13]=[CH:12][C:11]=1[CH2:16][C:17]([O:19][C:20]1[CH:21]=[CH:22][C:23]([C:24]([O:26][CH:27]([CH2:28][OH:29])[CH2:32][OH:31])=[O:25])=[CH:39][CH:40]=1)=[O:18], predict the reactants needed to synthesize it. The reactants are: [Cl:1][C:2]1[CH:7]=[CH:6][CH:5]=[C:4]([Cl:8])[C:3]=1[NH:9][C:10]1[CH:15]=[CH:14][CH:13]=[CH:12][C:11]=1[CH2:16][C:17]([O:19][C:20]1[CH:40]=[CH:39][C:23]([C:24]([O:26][CH:27]2[CH2:32][O:31]C(C3C=CC=CC=3)[O:29][CH2:28]2)=[O:25])=[CH:22][CH:21]=1)=[O:18].